This data is from Drug-target binding data from BindingDB using IC50 measurements. The task is: Regression. Given a target protein amino acid sequence and a drug SMILES string, predict the binding affinity score between them. We predict pIC50 (pIC50 = -log10(IC50 in M); higher means more potent). Dataset: bindingdb_ic50. (1) The pIC50 is 4.0. The drug is COc1cc(NC(C)CCCNC(=O)NNC(=O)NCCNC(c2ccccc2)(c2ccccc2)c2ccccc2)c2ncccc2c1. The target is SSSEEGLTCRGIPNSISI. (2) The small molecule is N#Cc1ccc(N[C@@H]2CCN(C(=O)O[C@H]3C4CC5CC3C[C@](C(N)=O)(C5)C4)C2)nc1. The target protein (P26439) has sequence MGWSCLVTGAGGLLGQRIVRLLVEEKELKEIRALDKAFRPELREEFSKLQNRTKLTVLEGDILDEPFLKRACQDVSVVIHTACIIDVFGVTHRESIMNVNVKGTQLLLEACVQASVPVFIYTSSIEVAGPNSYKEIIQNGHEEEPLENTWPTPYPYSKKLAEKAVLAANGWNLKNGDTLYTCALRPTYIYGEGGPFLSASINEALNNNGILSSVGKFSTVNPVYVGNVAWAHILALRALRDPKKAPSVRGQFYYISDDTPHQSYDNLNYILSKEFGLRLDSRWSLPLTLMYWIGFLLEVVSFLLSPIYSYQPPFNRHTVTLSNSVFTFSYKKAQRDLAYKPLYSWEEAKQKTVEWVGSLVDRHKETLKSKTQ. The pIC50 is 5.0. (3) The drug is O=C(Nc1cnc2[nH]ccc2c1)c1cccc(Cl)c1Cl. The target protein sequence is GRQKARGAATRARQKQRASLETMDKAVQRFRLQNPDLDSEALLTLPLLQLVQKLQSGELSPEAVFFTYLGKAWEVNKGTNCVTSYLTDCETQLSQAPRQGLLYGVPVSLKECFSYKGHDSTLGLSLNEGMPSESDCVVVQVLKLQGAVPFVHTNVPQSMLSFDCSNPLFGQTMNPWKSSKSPGGSSGGEGALIGSGGSPLGLGTDIGGSIRFPSAFCGICGLKPTGNRLSKSGLKGCVYGQTAVQLSLGPMARDVESLALCLKALLCEHLFTLDPTVPPLPFREEVYRSSRPLRVGYYETDNYTMPSPAMRRALIETKQRLEAAGHTLIPFLPNNIPYALEVLSAGGLFSDGGRSFLQNFKGDFVDPCLGDLILILRLPSWFKRLLSLLLKPLFPRLAAFLNSMRPRSAEKLWKLQHEIEMYRQSVIAQWKAMNLDVLLTPMLGPALDLNTPGRATGAISYTVLYNCLDFPAGVVPVTTVTAEDDAQMELYKGYFGDIWD.... The pIC50 is 7.0.